From a dataset of Full USPTO retrosynthesis dataset with 1.9M reactions from patents (1976-2016). Predict the reactants needed to synthesize the given product. (1) Given the product [CH2:34]([O:33][C:31]([N:9]1[CH2:10][C@H:11]([O:13][Si:14]([C:17]([CH3:20])([CH3:19])[CH3:18])([CH3:16])[CH3:15])[CH2:12][C@@H:7]([O:6][Si:5]([C:1]([CH3:4])([CH3:3])[CH3:2])([CH3:22])[CH3:21])[CH2:8]1)=[O:32])[C:35]1[CH:40]=[CH:39][CH:38]=[CH:37][CH:36]=1, predict the reactants needed to synthesize it. The reactants are: [C:1]([Si:5]([CH3:22])([CH3:21])[O:6][C@@H:7]1[CH2:12][C@@H:11]([O:13][Si:14]([C:17]([CH3:20])([CH3:19])[CH3:18])([CH3:16])[CH3:15])[CH2:10][NH:9][CH2:8]1)([CH3:4])([CH3:3])[CH3:2].C(N(CC)CC)C.Cl[C:31]([O:33][CH2:34][C:35]1[CH:40]=[CH:39][CH:38]=[CH:37][CH:36]=1)=[O:32]. (2) Given the product [Cl:32][C:29]1[CH:28]=[CH:27][C:26]([C:5]2[C:4]3[C:9](=[CH:10][CH:11]=[C:2]([O:1][S:42]([C:45]([F:48])([F:47])[F:46])(=[O:44])=[O:43])[CH:3]=3)[C:8](=[O:12])[N:7]([CH2:13][CH:14]([CH3:15])[CH3:16])[C:6]=2[CH2:17][NH:18][C:19](=[O:25])[O:20][C:21]([CH3:24])([CH3:22])[CH3:23])=[CH:31][CH:30]=1, predict the reactants needed to synthesize it. The reactants are: [OH:1][C:2]1[CH:3]=[C:4]2[C:9](=[CH:10][CH:11]=1)[C:8](=[O:12])[N:7]([CH2:13][CH:14]([CH3:16])[CH3:15])[C:6]([CH2:17][NH:18][C:19](=[O:25])[O:20][C:21]([CH3:24])([CH3:23])[CH3:22])=[C:5]2[C:26]1[CH:31]=[CH:30][C:29]([Cl:32])=[CH:28][CH:27]=1.[H-].[Na+].C1C=CC(N([S:42]([C:45]([F:48])([F:47])[F:46])(=[O:44])=[O:43])[S:42]([C:45]([F:48])([F:47])[F:46])(=[O:44])=[O:43])=CC=1.O. (3) The reactants are: [CH3:1][NH:2][C:3]1[CH:8]=[CH:7][N:6]=[C:5]([NH2:9])[CH:4]=1.Br[CH2:11][C:12]([C:14]1[CH:19]=[C:18]([O:20][CH3:21])[CH:17]=[C:16]([O:22][CH3:23])[CH:15]=1)=O. Given the product [CH3:23][O:22][C:16]1[CH:15]=[C:14]([C:12]2[N:9]=[C:5]3[CH:4]=[C:3]([NH:2][CH3:1])[CH:8]=[CH:7][N:6]3[CH:11]=2)[CH:19]=[C:18]([O:20][CH3:21])[CH:17]=1, predict the reactants needed to synthesize it. (4) Given the product [CH2:24]([C:5]1[N:6]([CH2:9][C:10]2[CH:15]=[CH:14][C:13]([C:16]3[C:17]([C:22]#[N:23])=[CH:18][CH:19]=[CH:20][CH:21]=3)=[CH:12][CH:11]=2)[C:7](=[O:8])[C:2]([C:33]2[CH:34]=[CH:35][C:30]([F:29])=[CH:31][CH:32]=2)=[C:3]([CH3:28])[N:4]=1)[CH2:25][CH2:26][CH3:27], predict the reactants needed to synthesize it. The reactants are: Br[C:2]1[C:7](=[O:8])[N:6]([CH2:9][C:10]2[CH:15]=[CH:14][C:13]([C:16]3[C:17]([C:22]#[N:23])=[CH:18][CH:19]=[CH:20][CH:21]=3)=[CH:12][CH:11]=2)[C:5]([CH2:24][CH2:25][CH2:26][CH3:27])=[N:4][C:3]=1[CH3:28].[F:29][C:30]1[CH:35]=[CH:34][C:33](B(O)O)=[CH:32][CH:31]=1.C(=O)([O-])[O-].[Cs+].[Cs+]. (5) Given the product [Cl:1][C:2]1[CH:3]=[N:4][C:5]([N:12]2[CH2:13][CH:14]([CH2:16][O:17][C:23]3[CH:22]=[CH:21][CH:20]=[C:19]([F:18])[CH:24]=3)[CH2:15]2)=[C:6]([CH:11]=1)[C:7]([O:9][CH3:10])=[O:8], predict the reactants needed to synthesize it. The reactants are: [Cl:1][C:2]1[CH:3]=[N:4][C:5]([N:12]2[CH2:15][CH:14]([CH2:16][OH:17])[CH2:13]2)=[C:6]([CH:11]=1)[C:7]([O:9][CH3:10])=[O:8].[F:18][C:19]1[CH:20]=[C:21](O)[CH:22]=[CH:23][CH:24]=1. (6) Given the product [C:1]1([S:7]([N:10]2[CH2:15][CH2:14][NH:13][C:12](=[O:16])[C@H:11]2[CH2:17][C:18]#[CH:19])(=[O:9])=[O:8])[CH:2]=[CH:3][CH:4]=[CH:5][CH:6]=1, predict the reactants needed to synthesize it. The reactants are: [C:1]1([S:7]([N:10]2[CH:15]=[CH:14][NH:13][C:12](=[O:16])[C@H:11]2[CH2:17][C:18]#[CH:19])(=[O:9])=[O:8])[CH:6]=[CH:5][CH:4]=[CH:3][CH:2]=1.[SiH](CC)(CC)CC.C(O)(C(F)(F)F)=O. (7) Given the product [Cl:1][C:2]1[CH:3]=[C:4]([CH:9]2[CH2:14][CH:13]([C:15]([OH:17])=[O:16])[CH2:12][CH2:11][N:10]2[C:19]([O:21][CH3:22])=[O:20])[CH:5]=[C:6]([Cl:8])[CH:7]=1, predict the reactants needed to synthesize it. The reactants are: [Cl:1][C:2]1[CH:3]=[C:4]([CH:9]2[CH2:14][CH:13]([C:15]([O:17]C)=[O:16])[CH2:12][CH2:11][N:10]2[C:19]([O:21][CH3:22])=[O:20])[CH:5]=[C:6]([Cl:8])[CH:7]=1.[Br-].[Li+].C(N(CC)CC)C. (8) Given the product [O:11]=[CH:12][CH2:13][CH2:14][NH:15][C:16]([C:18]1[NH:19][CH:20]=[CH:21][CH:22]=1)=[O:17], predict the reactants needed to synthesize it. The reactants are: C(Cl)(=O)C(Cl)=O.CS(C)=O.[OH:11][CH2:12][CH2:13][CH2:14][NH:15][C:16]([C:18]1[NH:19][CH:20]=[CH:21][CH:22]=1)=[O:17].C(N(CC)CC)C. (9) Given the product [Cl:6][C:7]1[CH:12]=[C:11]([S:13]([N:3]([CH2:4][CH3:5])[CH2:1][CH3:2])(=[O:15])=[O:14])[CH:10]=[CH:9][N:8]=1, predict the reactants needed to synthesize it. The reactants are: [CH2:1]([NH:3][CH2:4][CH3:5])[CH3:2].[Cl:6][C:7]1[CH:12]=[C:11]([S:13](Cl)(=[O:15])=[O:14])[CH:10]=[CH:9][N:8]=1.